Dataset: Forward reaction prediction with 1.9M reactions from USPTO patents (1976-2016). Task: Predict the product of the given reaction. (1) Given the reactants [CH3:1][CH:2]1[CH2:6][C:5]2[CH:7]=[C:8]([O:38][C:39]([F:42])([F:41])[F:40])[CH:9]=[C:10]([C@H:11]3[CH2:15][O:14][C@:13]4([CH2:21][CH2:20][C@H:19]5[NH:22][C@@:16]4([C:32]4[CH:37]=[CH:36][CH:35]=[CH:34][CH:33]=4)[CH2:17][CH:18]5S(C4C=CC=CC=4)(=O)=O)[CH2:12]3)[C:4]=2[O:3]1.P([O-])([O-])(O)=O.[Na+].[Na+], predict the reaction product. The product is: [CH3:1][CH:2]1[CH2:6][C:5]2[CH:7]=[C:8]([O:38][C:39]([F:42])([F:40])[F:41])[CH:9]=[C:10]([C@H:11]3[CH2:15][O:14][C@:13]4([CH2:21][CH2:20][C@H:19]5[NH:22][C@@:16]4([C:32]4[CH:37]=[CH:36][CH:35]=[CH:34][CH:33]=4)[CH2:17][CH2:18]5)[CH2:12]3)[C:4]=2[O:3]1. (2) Given the reactants [CH2:1]([N:3]1[C:12]2[C:7](=[CH:8][CH:9]=[C:10]([O:23][CH2:24][C:25]3[CH:30]=[CH:29][C:28]([O:31][CH3:32])=[CH:27][CH:26]=3)[C:11]=2[O:13][CH2:14][C:15]2[CH:20]=[CH:19][C:18]([O:21][CH3:22])=[CH:17][CH:16]=2)[C:6](=[O:33])[C:5]([CH2:34][OH:35])=[CH:4]1)[CH3:2], predict the reaction product. The product is: [CH2:1]([N:3]1[C:12]2[C:7](=[CH:8][CH:9]=[C:10]([O:23][CH2:24][C:25]3[CH:26]=[CH:27][C:28]([O:31][CH3:32])=[CH:29][CH:30]=3)[C:11]=2[O:13][CH2:14][C:15]2[CH:16]=[CH:17][C:18]([O:21][CH3:22])=[CH:19][CH:20]=2)[C:6](=[O:33])[C:5]([CH:34]=[O:35])=[CH:4]1)[CH3:2]. (3) Given the reactants [CH3:1][O:2][C:3](=[O:36])[C@@H:4]([NH:25][C:26](=[O:35])[C:27]1[CH:32]=[C:31]([Br:33])[CH:30]=[CH:29][C:28]=1[OH:34])[CH2:5][C:6]1[CH:11]=[CH:10][C:9]([C:12]2[CH:17]=[CH:16][CH:15]=[CH:14][C:13]=2[O:18][C:19]2[CH:24]=[CH:23][CH:22]=[CH:21][CH:20]=2)=[CH:8][CH:7]=1.[N:37]1([CH2:43][CH2:44]O)[CH2:42][CH2:41][O:40][CH2:39][CH2:38]1.C1(P(C2C=CC=CC=2)C2C=CC=CC=2)C=CC=CC=1.CC(OC(/N=N/C(OC(C)C)=O)=O)C, predict the reaction product. The product is: [CH3:1][O:2][C:3](=[O:36])[C@@H:4]([NH:25][C:26](=[O:35])[C:27]1[CH:32]=[C:31]([Br:33])[CH:30]=[CH:29][C:28]=1[O:34][CH2:44][CH2:43][N:37]1[CH2:42][CH2:41][O:40][CH2:39][CH2:38]1)[CH2:5][C:6]1[CH:7]=[CH:8][C:9]([C:12]2[CH:17]=[CH:16][CH:15]=[CH:14][C:13]=2[O:18][C:19]2[CH:24]=[CH:23][CH:22]=[CH:21][CH:20]=2)=[CH:10][CH:11]=1. (4) Given the reactants Br[C:2]1[CH:3]=[C:4]([O:8][CH3:9])[CH:5]=[CH:6][CH:7]=1.[C:10]1(B(O)O)[CH:15]=[CH:14][CH:13]=[CH:12][CH:11]=1.C(=O)([O-])[O-].[K+].[K+], predict the reaction product. The product is: [CH3:9][O:8][C:4]1[CH:3]=[C:2]([C:10]2[CH:15]=[CH:14][CH:13]=[CH:12][CH:11]=2)[CH:7]=[CH:6][CH:5]=1.